Task: Predict the reactants needed to synthesize the given product.. Dataset: Full USPTO retrosynthesis dataset with 1.9M reactions from patents (1976-2016) (1) The reactants are: [NH2:1][C:2]1[C:21]([C:22](=[O:32])[NH:23][C:24]2[CH:25]=[N:26][CH:27]=[CH:28][C:29]=2[O:30][CH3:31])=[C:5]2[N:6]=[C:7]3[CH2:13][CH2:12][N:11](C(OC(C)(C)C)=O)[CH2:10][C:8]3=[CH:9][N:4]2[N:3]=1.C(O)(C(F)(F)F)=O. Given the product [NH2:1][C:2]1[C:21]([C:22]([NH:23][C:24]2[CH:25]=[N:26][CH:27]=[CH:28][C:29]=2[O:30][CH3:31])=[O:32])=[C:5]2[N:6]=[C:7]3[CH2:13][CH2:12][NH:11][CH2:10][C:8]3=[CH:9][N:4]2[N:3]=1, predict the reactants needed to synthesize it. (2) Given the product [Cl:1][C:2]1[CH:3]=[C:4]2[C:8](=[CH:9][CH:10]=1)[NH:7][CH:6]=[C:5]2[CH2:11][CH2:12][NH:13][C:14](=[O:23])[C:15]1[CH:20]=[CH:19][C:18]([CH2:21][C:26]2[CH:27]=[CH:28][CH:29]=[CH:30][C:25]=2[F:24])=[CH:17][CH:16]=1, predict the reactants needed to synthesize it. The reactants are: [Cl:1][C:2]1[CH:3]=[C:4]2[C:8](=[CH:9][CH:10]=1)[NH:7][CH:6]=[C:5]2[CH2:11][CH2:12][NH:13][C:14](=[O:23])[C:15]1[CH:20]=[CH:19][C:18]([CH2:21]Cl)=[CH:17][CH:16]=1.[F:24][C:25]1[CH:30]=[CH:29][CH:28]=[CH:27][C:26]=1B(O)O.C(=O)([O-])[O-].[Na+].[Na+].[I-].[Na+]. (3) The reactants are: [CH2:1]([C@H:3]1[NH:8][CH2:7][CH2:6][N:5]([CH2:9][C:10]2[CH:15]=[CH:14][C:13]([F:16])=[CH:12][CH:11]=2)[CH2:4]1)[CH3:2].C1C=CC2N(O)N=NC=2C=1.[C:27]([NH:30][C:31]1[CH:36]=[C:35]([Cl:37])[CH:34]=[CH:33][C:32]=1/[CH:38]=[CH:39]/[C:40](O)=[O:41])(=[O:29])[CH3:28]. Given the product [Cl:37][C:35]1[CH:34]=[CH:33][C:32](/[CH:38]=[CH:39]/[C:40]([N:8]2[CH2:7][CH2:6][N:5]([CH2:9][C:10]3[CH:15]=[CH:14][C:13]([F:16])=[CH:12][CH:11]=3)[CH2:4][C@H:3]2[CH2:1][CH3:2])=[O:41])=[C:31]([NH:30][C:27](=[O:29])[CH3:28])[CH:36]=1, predict the reactants needed to synthesize it.